This data is from Full USPTO retrosynthesis dataset with 1.9M reactions from patents (1976-2016). The task is: Predict the reactants needed to synthesize the given product. Given the product [CH3:21][O:22][C:9](=[O:10])[C:8]1[CH:12]=[CH:13][C:5]([S:2]([Cl:1])(=[O:4])=[O:3])=[CH:6][CH:7]=1, predict the reactants needed to synthesize it. The reactants are: [Cl:1][S:2]([C:5]1[CH:13]=[CH:12][C:8]([C:9](Cl)=[O:10])=[CH:7][CH:6]=1)(=[O:4])=[O:3].C(N(CC)CC)C.[CH3:21][OH:22].